From a dataset of Forward reaction prediction with 1.9M reactions from USPTO patents (1976-2016). Predict the product of the given reaction. (1) Given the reactants [NH2:1][C:2]1[CH:3]=[C:4]([NH:16][C:17](=[O:20])[O:18][CH3:19])[CH:5]=[CH:6][C:7]=1[NH:8][CH2:9][CH:10]1[CH2:15][O:14][CH2:13][CH2:12][O:11]1.[CH3:21][C:22]([CH3:27])([CH3:26])[C:23](Cl)=O, predict the reaction product. The product is: [C:22]([C:27]1[N:8]([CH2:9][CH:10]2[CH2:15][O:14][CH2:13][CH2:12][O:11]2)[C:7]2[CH:6]=[CH:5][C:4]([NH:16][C:17](=[O:20])[O:18][CH3:19])=[CH:3][C:2]=2[N:1]=1)([CH3:26])([CH3:23])[CH3:21]. (2) Given the reactants Br[C:2]1[C:7](=[O:8])[N:6]([CH3:9])[C:5]2[N:10]([C:13]3[C:18]([F:19])=[CH:17][CH:16]=[CH:15][C:14]=3[F:20])[N:11]=[CH:12][C:4]=2[CH:3]=1.[CH:21]1([NH:24][C:25](=[O:43])[C:26]2[CH:31]=[C:30](B3OC(C)(C)C(C)(C)O3)[C:29]([CH3:41])=[C:28]([F:42])[CH:27]=2)[CH2:23][CH2:22]1, predict the reaction product. The product is: [CH:21]1([NH:24][C:25](=[O:43])[C:26]2[CH:27]=[C:28]([F:42])[C:29]([CH3:41])=[C:30]([C:2]3[C:7](=[O:8])[N:6]([CH3:9])[C:5]4[N:10]([C:13]5[C:18]([F:19])=[CH:17][CH:16]=[CH:15][C:14]=5[F:20])[N:11]=[CH:12][C:4]=4[CH:3]=3)[CH:31]=2)[CH2:22][CH2:23]1. (3) Given the reactants [Cl:1][C:2]1[C:7]([Cl:8])=[CH:6][C:5]([N+:9]([O-:11])=[O:10])=[C:4](F)[CH:3]=1.Cl.Cl.[O:15]1[CH2:20][CH2:19][CH:18]([N:21]2[CH2:26][CH2:25][CH:24]([NH2:27])[CH2:23][CH2:22]2)[CH2:17][CH2:16]1.O.C(OCC)(=O)C, predict the reaction product. The product is: [Cl:8][C:7]1[C:2]([Cl:1])=[CH:3][C:4]([NH:27][CH:24]2[CH2:23][CH2:22][N:21]([CH:18]3[CH2:19][CH2:20][O:15][CH2:16][CH2:17]3)[CH2:26][CH2:25]2)=[C:5]([N+:9]([O-:11])=[O:10])[CH:6]=1. (4) Given the reactants [Cl:1][C:2]1[CH:3]=[CH:4][C:5]([C:20]#[N:21])=[C:6]([C:8]2[CH:13]=[CH:12][N:11]([CH:14]([CH3:18])[C:15]([OH:17])=O)[C:10](=[O:19])[CH:9]=2)[CH:7]=1.[NH:22]1[CH:26]=[CH:25][N:24]=[C:23]1[C:27]1[CH:33]=[CH:32][C:30]([NH2:31])=[CH:29][CH:28]=1, predict the reaction product. The product is: [Cl:1][C:2]1[CH:3]=[CH:4][C:5]([C:20]#[N:21])=[C:6]([C:8]2[CH:13]=[CH:12][N:11]([CH:14]([CH3:18])[C:15]([NH:31][C:30]3[CH:29]=[CH:28][C:27]([C:23]4[NH:24][CH:25]=[CH:26][N:22]=4)=[CH:33][CH:32]=3)=[O:17])[C:10](=[O:19])[CH:9]=2)[CH:7]=1. (5) Given the reactants Cl[C:2]1[N:3]=[N:4][C:5]([C:8]2[O:12][N:11]=[C:10]([CH3:13])[N:9]=2)=[CH:6][CH:7]=1.Cl.[NH:15]1[CH2:20][CH2:19][C:18]2([CH2:28][C:27]3[C:22](=[CH:23][CH:24]=[CH:25][CH:26]=3)[C:21]2=[O:29])[CH2:17][CH2:16]1.C(=O)([O-])[O-].[K+].[K+], predict the reaction product. The product is: [CH3:13][C:10]1[N:9]=[C:8]([C:5]2[N:4]=[N:3][C:2]([N:15]3[CH2:16][CH2:17][C:18]4([CH2:28][C:27]5[C:22](=[CH:23][CH:24]=[CH:25][CH:26]=5)[C:21]4=[O:29])[CH2:19][CH2:20]3)=[CH:7][CH:6]=2)[O:12][N:11]=1.